Dataset: Full USPTO retrosynthesis dataset with 1.9M reactions from patents (1976-2016). Task: Predict the reactants needed to synthesize the given product. (1) Given the product [NH2:8][C:5]1[CH:6]=[CH:7][C:2]([CH3:1])=[C:3]([NH:11][C:12](=[O:29])[N:13]([C:15]2[N:20]=[CH:19][N:18]=[C:17]([NH:21][C:22](=[O:28])[O:23][C:24]([CH3:25])([CH3:26])[CH3:27])[CH:16]=2)[CH3:14])[CH:4]=1, predict the reactants needed to synthesize it. The reactants are: [CH3:1][C:2]1[CH:7]=[CH:6][C:5]([N+:8]([O-])=O)=[CH:4][C:3]=1[NH:11][C:12](=[O:29])[N:13]([C:15]1[N:20]=[CH:19][N:18]=[C:17]([NH:21][C:22](=[O:28])[O:23][C:24]([CH3:27])([CH3:26])[CH3:25])[CH:16]=1)[CH3:14]. (2) Given the product [Br:1][C:2]1[C:3]2[C:25](=[O:20])[NH:16][CH:8]=[CH:7][C:4]=2[S:5][CH:6]=1, predict the reactants needed to synthesize it. The reactants are: [Br:1][C:2]1[CH:3]=[C:4](/[CH:7]=[CH:8]/C(O)=O)[S:5][CH:6]=1.O=S(Cl)Cl.[N-:16]=[N+]=[N-].[Na+].[O:20]1[CH2:25]COCC1. (3) The reactants are: [OH:1][C:2]12[CH2:11][CH:6]3[CH2:7][CH:8]([CH2:10][C:4]([O:12][C:13](=[O:17])[C:14]([CH3:16])=[CH2:15])([CH2:5]3)[CH2:3]1)[CH2:9]2.[CH2:18]([O:20][CH:21]=[CH2:22])[CH3:19].C([O-])([O-])=O.[Na+].[Na+]. Given the product [CH2:18]([O:20][CH:21]([O:1][C:2]12[CH2:11][CH:6]3[CH2:7][CH:8]([CH2:10][C:4]([O:12][C:13](=[O:17])[C:14]([CH3:16])=[CH2:15])([CH2:5]3)[CH2:3]1)[CH2:9]2)[CH3:22])[CH3:19], predict the reactants needed to synthesize it. (4) Given the product [F:13][C:12]1[C:2]([B:17]2[O:18][C:19]([CH3:21])([CH3:20])[C:15]([CH3:31])([CH3:14])[O:16]2)=[CH:3][C:4]2[O:8][C:7](=[O:9])[N:6]([CH3:10])[C:5]=2[CH:11]=1, predict the reactants needed to synthesize it. The reactants are: Br[C:2]1[C:12]([F:13])=[CH:11][C:5]2[N:6]([CH3:10])[C:7](=[O:9])[O:8][C:4]=2[CH:3]=1.[CH3:14][C:15]1([CH3:31])[C:19]([CH3:21])([CH3:20])[O:18][B:17]([B:17]2[O:18][C:19]([CH3:21])([CH3:20])[C:15]([CH3:31])([CH3:14])[O:16]2)[O:16]1.ClCCl.C([O-])(=O)C.[K+].